Task: Predict which catalyst facilitates the given reaction.. Dataset: Catalyst prediction with 721,799 reactions and 888 catalyst types from USPTO (1) Reactant: FC(F)(F)S([O-])(=O)=O.[C:9]1([S+:15]([C:23]2[CH:28]=[CH:27][CH:26]=[CH:25][CH:24]=2)[C:16]2[CH:21]=[CH:20][C:19]([OH:22])=[CH:18][CH:17]=2)[CH:14]=[CH:13][CH:12]=[CH:11][CH:10]=1.[Na].[F:30][C:31]([F:47])([S:43]([OH:46])(=[O:45])=[O:44])[CH2:32][O:33][C:34]([CH:36]1[CH2:41][CH:40]2[CH2:42][CH:37]1[CH2:38][CH2:39]2)=[O:35]. Product: [C:9]1([S+:15]([C:23]2[CH:28]=[CH:27][CH:26]=[CH:25][CH:24]=2)[C:16]2[CH:21]=[CH:20][C:19]([OH:22])=[CH:18][CH:17]=2)[CH:14]=[CH:13][CH:12]=[CH:11][CH:10]=1.[F:47][C:31]([F:30])([S:43]([OH:46])(=[O:45])=[O:44])[CH2:32][O:33][C:34]([CH:36]1[CH2:41][CH:40]2[CH2:42][CH:37]1[CH2:38][CH2:39]2)=[O:35]. The catalyst class is: 6. (2) Reactant: [O:1]=[C:2]1[C:11]2[C:6](=[CH:7][CH:8]=[CH:9][CH:10]=2)[C:5]2[CH2:12][C:13]3[CH:14]=[CH:15][C:16]([NH:19][C:20](=[O:23])[CH2:21]Cl)=[CH:17][C:18]=3[C:4]=2[NH:3]1.[CH3:24][N:25]1[CH2:30][CH2:29][NH:28][CH2:27][CH2:26]1. Product: [O:1]=[C:2]1[C:11]2[C:6](=[CH:7][CH:8]=[CH:9][CH:10]=2)[C:5]2[CH2:12][C:13]3[CH:14]=[CH:15][C:16]([NH:19][C:20](=[O:23])[CH2:21][N:28]4[CH2:29][CH2:30][N:25]([CH3:24])[CH2:26][CH2:27]4)=[CH:17][C:18]=3[C:4]=2[NH:3]1. The catalyst class is: 5. (3) The catalyst class is: 3. Reactant: [CH3:1][O:2][C@H:3]([CH3:13])[CH2:4][NH:5][C:6](=[O:12])[O:7][C:8]([CH3:11])([CH3:10])[CH3:9].[H-].[Na+].[CH3:16]I.O. Product: [CH3:1][O:2][C@H:3]([CH3:13])[CH2:4][N:5]([CH3:16])[C:6](=[O:12])[O:7][C:8]([CH3:9])([CH3:11])[CH3:10]. (4) Reactant: C([O:3][C:4](=[O:31])[C:5]1[CH:10]=[C:9]([C:11](=[O:24])[NH:12][C:13]2[CH:18]=[CH:17][C:16]([O:19][C:20]([F:23])([F:22])[F:21])=[CH:15][CH:14]=2)[CH:8]=[N:7][C:6]=1[N:25]1[CH2:29][CH2:28][C@@H:27]([OH:30])[CH2:26]1)C.[Li+].[OH-].O.O.C(O)(=O)CC(CC(O)=O)(C(O)=O)O. Product: [OH:30][C@@H:27]1[CH2:28][CH2:29][N:25]([C:6]2[N:7]=[CH:8][C:9]([C:11](=[O:24])[NH:12][C:13]3[CH:14]=[CH:15][C:16]([O:19][C:20]([F:22])([F:21])[F:23])=[CH:17][CH:18]=3)=[CH:10][C:5]=2[C:4]([OH:31])=[O:3])[CH2:26]1. The catalyst class is: 14. (5) Reactant: I[C:2]1[C:10]2[C:5](=[CH:6][C:7]([CH:11]3[C:13]4([C:21]5[C:16](=[CH:17][CH:18]=[C:19]([NH:22]C(=O)OC(C)(C)C)[CH:20]=5)[NH:15][C:14]4=[O:30])[CH2:12]3)=[CH:8][CH:9]=2)[NH:4][N:3]=1.[CH3:31][N:32]1[CH2:37][CH2:36][N:35]([C:38]2[CH:43]=[CH:42][C:41](B3OC(C)(C)C(C)(C)O3)=[CH:40][CH:39]=2)[CH2:34][CH2:33]1.C(O)(C(F)(F)F)=O. Product: [NH2:22][C:19]1[CH:20]=[C:21]2[C:16](=[CH:17][CH:18]=1)[NH:15][C:14](=[O:30])[C:13]12[CH2:12][CH:11]1[C:7]1[CH:6]=[C:5]2[C:10]([C:2]([C:41]3[CH:40]=[CH:39][C:38]([N:35]4[CH2:34][CH2:33][N:32]([CH3:31])[CH2:37][CH2:36]4)=[CH:43][CH:42]=3)=[N:3][NH:4]2)=[CH:9][CH:8]=1. The catalyst class is: 2. (6) Reactant: C([O:3][C:4](=[O:35])[CH2:5][C:6]1[CH:11]=[CH:10][C:9]([O:12][CH3:13])=[C:8]([O:14][C:15]2[CH:20]=[CH:19][C:18]([NH:21][C:22]([O:24][CH2:25][CH2:26]Cl)=[O:23])=[CH:17][C:16]=2[CH2:28][S:29][CH2:30][C:31]([F:34])([F:33])[F:32])[CH:7]=1)C.[O-]CC.[Na+]. Product: [CH3:13][O:12][C:9]1[CH:10]=[CH:11][C:6]([CH2:5][C:4]([OH:3])=[O:35])=[CH:7][C:8]=1[O:14][C:15]1[CH:20]=[CH:19][C:18]([N:21]2[CH2:26][CH2:25][O:24][C:22]2=[O:23])=[CH:17][C:16]=1[CH2:28][S:29][CH2:30][C:31]([F:34])([F:32])[F:33]. The catalyst class is: 14. (7) Product: [CH3:18][O:17][C:14]1[CH:15]=[CH:16][C:11]([N:8]2[C:4]3=[N:5][CH:6]=[N:7][C:2]([NH:19][C:20]4[CH:21]=[C:22]([CH:36]=[CH:37][C:38]=4[CH3:39])[C:23]([NH:25][C:26]4[CH:31]=[CH:30][CH:29]=[C:28]([C:32]([F:33])([F:34])[F:35])[CH:27]=4)=[O:24])=[C:3]3[CH:10]=[N:9]2)=[CH:12][CH:13]=1. The catalyst class is: 107. Reactant: Cl[C:2]1[N:7]=[CH:6][N:5]=[C:4]2[N:8]([C:11]3[CH:16]=[CH:15][C:14]([O:17][CH3:18])=[CH:13][CH:12]=3)[N:9]=[CH:10][C:3]=12.[NH2:19][C:20]1[CH:21]=[C:22]([CH:36]=[CH:37][C:38]=1[CH3:39])[C:23]([NH:25][C:26]1[CH:31]=[CH:30][CH:29]=[C:28]([C:32]([F:35])([F:34])[F:33])[CH:27]=1)=[O:24]. (8) The catalyst class is: 30. Reactant: [H-].[Al+3].[Li+].[H-].[H-].[H-].[NH2:7][C:8]1[CH:9]=[C:10]([C:14]2([CH3:28])[CH:19]3[CH:15]2[CH2:16][N:17]([CH2:21][C:22]2[CH:27]=[CH:26][CH:25]=[CH:24][CH:23]=2)[C:18]3=O)[CH:11]=[CH:12][CH:13]=1.Cl.[OH-].[Na+]. Product: [CH2:21]([N:17]1[CH2:16][CH:15]2[CH:19]([C:14]2([C:10]2[CH:9]=[C:8]([NH2:7])[CH:13]=[CH:12][CH:11]=2)[CH3:28])[CH2:18]1)[C:22]1[CH:23]=[CH:24][CH:25]=[CH:26][CH:27]=1.